From a dataset of Catalyst prediction with 721,799 reactions and 888 catalyst types from USPTO. Predict which catalyst facilitates the given reaction. (1) Reactant: C(Cl)(=O)C(Cl)=O.CS(C)=O.[CH2:11]([O:13][C:14]([C@@H:16]1[CH2:20][C@@H:19]([OH:21])[CH2:18][N:17]1[CH2:22][C:23]1[CH:28]=[CH:27][CH:26]=[CH:25][CH:24]=1)=[O:15])[CH3:12].C(N(CC)CC)C. Product: [CH2:11]([O:13][C:14]([C@@H:16]1[CH2:20][C:19](=[O:21])[CH2:18][N:17]1[CH2:22][C:23]1[CH:28]=[CH:27][CH:26]=[CH:25][CH:24]=1)=[O:15])[CH3:12]. The catalyst class is: 34. (2) Reactant: FC(F)(F)S(O[C:7]1[CH:15]=[CH:14][C:10]2=[N:11][O:12][N:13]=[C:9]2[C:8]=1[CH3:16])(=O)=O.[CH:19]([B-](F)(F)F)=[CH2:20].[K+]. Product: [CH:19]([C:7]1[CH:15]=[CH:14][C:10]2=[N:11][O:12][N:13]=[C:9]2[C:8]=1[CH3:16])=[CH2:20]. The catalyst class is: 14. (3) Product: [F:1][C:2]([F:17])([F:16])[C:3]1[CH:4]=[C:5]([C:37]2[C:36]([S:35][C:34]3[N:25]([CH2:24][CH2:23][CH2:22][NH:21][CH:19]([CH3:20])[CH3:18])[C:26]4[C:27]([N:33]=3)=[C:28]([NH2:32])[N:29]=[CH:30][N:31]=4)=[CH:41][C:40]3[O:42][CH2:43][O:44][C:39]=3[CH:38]=2)[CH:6]=[C:7]([C:9]([F:12])([F:11])[F:10])[CH:8]=1. Reactant: [F:1][C:2]([F:17])([F:16])[C:3]1[CH:4]=[C:5](B(O)O)[CH:6]=[C:7]([C:9]([F:12])([F:11])[F:10])[CH:8]=1.[CH3:18][CH:19]([NH:21][CH2:22][CH2:23][CH2:24][N:25]1[C:34]([S:35][C:36]2[CH:41]=[C:40]3[O:42][CH2:43][O:44][C:39]3=[CH:38][C:37]=2I)=[N:33][C:27]2[C:28]([NH2:32])=[N:29][CH:30]=[N:31][C:26]1=2)[CH3:20].C([O-])(O)=O.[Na+].CN(C=O)C. The catalyst class is: 189. (4) Reactant: [N+:1]([C:4]1[CH:12]=[CH:11][CH:10]=[C:9]2[C:5]=1[CH:6]=[N:7][N:8]2[CH2:13][C:14]1[CH:19]=[CH:18][N:17]=[CH:16][CH:15]=1)([O-])=O. Product: [N:17]1[CH:18]=[CH:19][C:14]([CH2:13][N:8]2[C:9]3[C:5](=[C:4]([NH2:1])[CH:12]=[CH:11][CH:10]=3)[CH:6]=[N:7]2)=[CH:15][CH:16]=1. The catalyst class is: 579. (5) Reactant: [CH2:1]([OH:4])[C:2]#[CH:3].[Si:5](Cl)([C:18]([CH3:21])([CH3:20])[CH3:19])([C:12]1[CH:17]=[CH:16][CH:15]=[CH:14][CH:13]=1)[C:6]1[CH:11]=[CH:10][CH:9]=[CH:8][CH:7]=1.N1C=CN=C1. Product: [C:18]([Si:5]([C:12]1[CH:17]=[CH:16][CH:15]=[CH:14][CH:13]=1)([C:6]1[CH:7]=[CH:8][CH:9]=[CH:10][CH:11]=1)[O:4][CH2:1][C:2]#[CH:3])([CH3:21])([CH3:19])[CH3:20]. The catalyst class is: 2. (6) Reactant: [C:1]([CH2:14][C:15]([CH2:18][C:19]([CH2:22][CH2:23]I)([F:21])[F:20])([F:17])[F:16])([C:4]([C:7]([C:10]([F:13])([F:12])[F:11])([F:9])[F:8])([F:6])[F:5])([F:3])[F:2].CNC=[O:28].O. Product: [C:10]([C:7]([C:4]([C:1]([CH2:14][C:15]([CH2:18][C:19]([CH2:22][CH2:23][OH:28])([F:21])[F:20])([F:17])[F:16])([F:3])[F:2])([F:6])[F:5])([F:9])[F:8])([F:13])([F:12])[F:11]. The catalyst class is: 28.